Dataset: Forward reaction prediction with 1.9M reactions from USPTO patents (1976-2016). Task: Predict the product of the given reaction. (1) Given the reactants [ClH:1].Cl.[NH2:3][CH:4]1[CH2:6][CH:5]1[C:7]1[CH:8]=[C:9]([CH:20]=[CH:21][CH:22]=1)[C:10]([NH:12][C:13]1[N:17]([CH3:18])[N:16]=[C:15]([CH3:19])[CH:14]=1)=[O:11].[F:23][C:24]1([F:31])[CH2:29][CH2:28][C:27](=O)[CH2:26][CH2:25]1.C(=O)([O-])O.[Na+], predict the reaction product. The product is: [ClH:1].[ClH:1].[F:23][C:24]1([F:31])[CH2:29][CH2:28][CH:27]([NH:3][C@@H:4]2[CH2:6][C@H:5]2[C:7]2[CH:8]=[C:9]([CH:20]=[CH:21][CH:22]=2)[C:10]([NH:12][C:13]2[N:17]([CH3:18])[N:16]=[C:15]([CH3:19])[CH:14]=2)=[O:11])[CH2:26][CH2:25]1. (2) The product is: [OH:22][C:21]1[C:20]2[C:15](=[N:16][CH:17]=[CH:18][CH:19]=2)[N:14]([CH2:23][CH2:24][CH:25]([CH3:27])[CH3:26])[C:13](=[O:28])[C:12]=1[C:7]1[NH:6][C:5]2[CH:29]=[CH:30][C:2]([NH:1][S:35]([CH2:31][CH2:32][CH2:33][CH3:34])(=[O:37])=[O:36])=[CH:3][C:4]=2[S:9](=[O:11])(=[O:10])[N:8]=1. Given the reactants [NH2:1][C:2]1[CH:30]=[CH:29][C:5]2[NH:6][C:7]([C:12]3[C:13](=[O:28])[N:14]([CH2:23][CH2:24][CH:25]([CH3:27])[CH3:26])[C:15]4[C:20]([C:21]=3[OH:22])=[CH:19][CH:18]=[CH:17][N:16]=4)=[N:8][S:9](=[O:11])(=[O:10])[C:4]=2[CH:3]=1.[CH2:31]([S:35](Cl)(=[O:37])=[O:36])[CH2:32][CH2:33][CH3:34], predict the reaction product. (3) Given the reactants [BH4-].[Na+].[N:3]1[CH:8]=[CH:7][CH:6]=[C:5]([C:9]2[CH:14]=[CH:13][N:12]=[CH:11][CH:10]=2)[C:4]=1[C:15]1[CH:16]=[C:17]2[C:21](=[CH:22][CH:23]=1)[C:20](=[O:24])[CH2:19][CH2:18]2, predict the reaction product. The product is: [N:3]1[CH:8]=[CH:7][CH:6]=[C:5]([C:9]2[CH:10]=[CH:11][N:12]=[CH:13][CH:14]=2)[C:4]=1[C:15]1[CH:16]=[C:17]2[C:21](=[CH:22][CH:23]=1)[CH:20]([OH:24])[CH2:19][CH2:18]2.